From a dataset of Forward reaction prediction with 1.9M reactions from USPTO patents (1976-2016). Predict the product of the given reaction. (1) Given the reactants C(OC([N:8]1[CH2:13][CH2:12][N:11]([CH2:14][C@@H:15]2[O:29][C:19]3=[C:20]4[C:25](=[CH:26][CH:27]=[C:18]3[O:17][CH2:16]2)[N:24]=[C:23]([CH3:28])[CH:22]=[CH:21]4)[CH2:10][CH2:9]1)=O)(C)(C)C.Cl.[OH-].[Na+], predict the reaction product. The product is: [CH3:28][C:23]1[CH:22]=[CH:21][C:20]2[C:25](=[CH:26][CH:27]=[C:18]3[O:17][CH2:16][CH:15]([CH2:14][N:11]4[CH2:12][CH2:13][NH:8][CH2:9][CH2:10]4)[O:29][C:19]3=2)[N:24]=1. (2) The product is: [CH3:26][C:14]1[N:13]2[CH:24]=[C:10]([C:8]([NH:7][C:1]3[CH:2]=[CH:3][CH:4]=[CH:5][CH:6]=3)=[O:9])[N:11]=[C:12]2[CH:17]=[CH:16][C:15]=1[C:18]1[CH:23]=[CH:22][CH:21]=[CH:20][N:19]=1. Given the reactants [C:1]1([NH:7][C:8]([C:10]2[N:11]=[C:12]3[CH:17]=[CH:16][C:15]([C:18]4[CH:23]=[CH:22][CH:21]=[CH:20][N:19]=4)=[CH:14][N:13]3[CH:24]=2)=[O:9])[CH:6]=[CH:5][CH:4]=[CH:3][CH:2]=1.I[C:26]1C=CC2N(C(C3C=CC=CN=3)=C(C(NC3C=CC=CC=3)=O)N=2)C=1C, predict the reaction product. (3) Given the reactants [O:1]1[CH2:6][CH2:5][C:4](=[O:7])[CH2:3][CH2:2]1.[C:8]([Mg]Cl)#[CH:9].[NH4+].[Cl-], predict the reaction product. The product is: [C:8]([C:4]1([OH:7])[CH2:5][CH2:6][O:1][CH2:2][CH2:3]1)#[CH:9]. (4) Given the reactants [CH2:1]1[N:6]([CH:7]([C:11]2[S:12][CH:13]=[CH:14][N:15]=2)[C:8]([NH2:10])=[O:9])[CH2:5][CH2:4][N:3]2[CH2:16][CH2:17][CH2:18][C@H:2]12.[F:19][C:20]([F:34])([F:33])[C:21]1[CH:22]=[C:23]([NH:31]N)[CH:24]=[C:25]([C:27]([F:30])([F:29])[F:28])[CH:26]=1, predict the reaction product. The product is: [F:19][C:20]([F:33])([F:34])[C:21]1[CH:22]=[C:23]([NH:31][NH:10][C:8](=[O:9])[CH:7]([N:6]2[CH2:5][CH2:4][N:3]3[CH2:16][CH2:17][CH2:18][C@@H:2]3[CH2:1]2)[C:11]2[S:12][CH:13]=[CH:14][N:15]=2)[CH:24]=[C:25]([C:27]([F:28])([F:30])[F:29])[CH:26]=1.